From a dataset of Peptide-MHC class I binding affinity with 185,985 pairs from IEDB/IMGT. Regression. Given a peptide amino acid sequence and an MHC pseudo amino acid sequence, predict their binding affinity value. This is MHC class I binding data. (1) The peptide sequence is YTPGPGIRY. The MHC is HLA-B35:01 with pseudo-sequence HLA-B35:01. The binding affinity (normalized) is 0.0350. (2) The peptide sequence is GDPEVTFMWT. The MHC is Mamu-A11 with pseudo-sequence Mamu-A11. The binding affinity (normalized) is 0. (3) The peptide sequence is DPNFHQAVM. The binding affinity (normalized) is 0.0847. The MHC is HLA-A80:01 with pseudo-sequence HLA-A80:01. (4) The peptide sequence is CDLDPQARVAI. The MHC is Mamu-B01 with pseudo-sequence Mamu-B01. The binding affinity (normalized) is 0.0551.